This data is from Reaction yield outcomes from USPTO patents with 853,638 reactions. The task is: Predict the reaction yield, written as a fraction of the theoretical maximum amount of product (1.0 means a 100% yield; for example, 0.34 means a 34% yield). (1) The reactants are [N:1]1[C:10]2[C:5](=[CH:6][CH:7]=[CH:8][CH:9]=2)[C:4]([OH:11])=[N:3][CH:2]=1.C([O-])([O-])=O.[Cs+].[Cs+].Br[CH2:19][CH2:20][CH2:21][CH2:22][CH2:23][O:24][C:25]1[C:26](=[O:33])[CH:27]=[C:28]([CH2:31][OH:32])[O:29][CH:30]=1.O. The catalyst is CN(C=O)C. The product is [N:1]1[C:10]2[C:5](=[CH:6][CH:7]=[CH:8][CH:9]=2)[C:4]([O:11][CH2:19][CH2:20][CH2:21][CH2:22][CH2:23][O:24][C:25]2[C:26](=[O:33])[CH:27]=[C:28]([CH2:31][OH:32])[O:29][CH:30]=2)=[N:3][CH:2]=1. The yield is 0.260. (2) The reactants are [CH3:1][N:2]([C:14]([C:16]1[NH:17][C:18]2[C:23]([C:24]=1[C:25]1[CH:30]=[CH:29][CH:28]=[CH:27][CH:26]=1)=[CH:22][CH:21]=[CH:20][CH:19]=2)=[O:15])[NH:3]C(OCC1C=CC=CC=1)=O. The catalyst is CO.C1COCC1.[Pd]. The product is [CH3:1][N:2]([C:14]([C:16]1[NH:17][C:18]2[C:23]([C:24]=1[C:25]1[CH:30]=[CH:29][CH:28]=[CH:27][CH:26]=1)=[CH:22][CH:21]=[CH:20][CH:19]=2)=[O:15])[NH2:3]. The yield is 0.957.